Dataset: Reaction yield outcomes from USPTO patents with 853,638 reactions. Task: Predict the reaction yield, written as a fraction of the theoretical maximum amount of product (1.0 means a 100% yield; for example, 0.34 means a 34% yield). (1) The reactants are [CH3:1][O:2][C:3]1[CH:8]=[CH:7][CH:6]=[CH:5][C:4]=1[O:9][CH3:10].[C:11]1(=[O:17])[O:16][C:14](=[O:15])[CH2:13][CH2:12]1.[Al+3].[Cl-].[Cl-].[Cl-]. The catalyst is C(OCC)C. The product is [CH3:1][O:2][C:3]1[CH:8]=[C:7]([C:11](=[O:17])[CH2:12][CH2:13][C:14]([OH:16])=[O:15])[CH:6]=[CH:5][C:4]=1[O:9][CH3:10]. The yield is 0.500. (2) The reactants are CC1(C)C2CCC1(CS(O)(=O)=O)C(=O)C2.C(O[C:19]([C@H:21]1[C@@H:26]([NH2:27])[C@@H:25]2[CH2:28][C@H:22]1[CH2:23][CH2:24]2)=[O:20])C.[F:29][C:30]([F:47])([F:46])[C:31]1([CH2:34]OS(C2C=CC(C)=CC=2)(=O)=O)[CH2:33][CH2:32]1.C(N(CC)CC)C.[I-].[K+].[CH3:57][S:58]([NH:61][CH2:62][C:63]1[C:71]2[S:70](=[O:73])(=[O:72])[N:69]=[C:68]([CH2:74][C:75](O)=[O:76])[NH:67][C:66]=2[S:65][CH:64]=1)(=[O:60])=[O:59].Cl.CN(C)CCCN=C=NCC. The catalyst is CN(C)C=O. The product is [OH:20][C:19]1[C@H:21]2[C@H:26]([C@H:25]3[CH2:28][C@@H:22]2[CH2:23][CH2:24]3)[N:27]([CH2:34][C:31]2([C:30]([F:29])([F:46])[F:47])[CH2:32][CH2:33]2)[C:75](=[O:76])[C:74]=1[C:68]1[NH:67][C:66]2[S:65][CH:64]=[C:63]([CH2:62][NH:61][S:58]([CH3:57])(=[O:59])=[O:60])[C:71]=2[S:70](=[O:73])(=[O:72])[N:69]=1. The yield is 0.0140. (3) The reactants are [CH3:1][C:2]1[CH:7]=[C:6]([CH3:8])[C:5]([NH:9][S:10]([C:13]2[C:22]3[C:17](=[CH:18][CH:19]=[CH:20][CH:21]=3)[CH:16]=[CH:15][CH:14]=2)(=[O:12])=[O:11])=[CH:4][C:3]=1[NH:23][C:24]([CH2:26][C:27]1[CH:34]=[CH:33][C:30]([C:31]#[N:32])=[CH:29][CH:28]=1)=[O:25].Cl.C(=O)([O-])[O-].[NH4+:40].[NH4+]. The catalyst is C(O)C. The product is [CH3:1][C:2]1[CH:7]=[C:6]([CH3:8])[C:5]([NH:9][S:10]([C:13]2[C:22]3[C:17](=[CH:18][CH:19]=[CH:20][CH:21]=3)[CH:16]=[CH:15][CH:14]=2)(=[O:12])=[O:11])=[CH:4][C:3]=1[NH:23][C:24]([CH2:26][C:27]1[CH:28]=[CH:29][C:30]([C:31]([NH2:40])=[NH:32])=[CH:33][CH:34]=1)=[O:25]. The yield is 0.790. (4) The product is [F:23][C:24]1[CH:29]=[CH:28][C:27]([C:2]2[CH:3]=[C:4]3[C:9](=[C:10]([O:12][CH3:13])[CH:11]=2)[N:8]=[CH:7][N:6]([CH2:14][O:15][CH2:16][CH2:17][Si:18]([CH3:21])([CH3:20])[CH3:19])[C:5]3=[O:22])=[CH:26][CH:25]=1. The reactants are Br[C:2]1[CH:3]=[C:4]2[C:9](=[C:10]([O:12][CH3:13])[CH:11]=1)[N:8]=[CH:7][N:6]([CH2:14][O:15][CH2:16][CH2:17][Si:18]([CH3:21])([CH3:20])[CH3:19])[C:5]2=[O:22].[F:23][C:24]1[CH:29]=[CH:28][C:27](B(O)O)=[CH:26][CH:25]=1.C(=O)([O-])[O-].[K+].[K+]. The yield is 0.940. The catalyst is O1CCOCC1. (5) The reactants are [CH3:1][C:2]1[C:7]([NH2:8])=[CH:6][CH:5]=[CH:4][N:3]=1.[CH2:9]([C@@:16]12[CH2:29][CH2:28][C@@:27]([CH2:31][CH3:32])([OH:30])[CH2:26][C@@H:25]1[CH:24]=[CH:23][C:22]1[CH:21]=[C:20]([C:33](OC)=[O:34])[CH:19]=[CH:18][C:17]2=1)[C:10]1[CH:15]=[CH:14][CH:13]=[CH:12][CH:11]=1.[Li+].C[Si]([N-][Si](C)(C)C)(C)C. The catalyst is C1(C)C=CC=CC=1. The product is [CH2:9]([C@@:16]12[CH2:29][CH2:28][C@@:27]([CH2:31][CH3:32])([OH:30])[CH2:26][C@@H:25]1[CH:24]=[CH:23][C:22]1[CH:21]=[C:20]([C:33]([NH:8][C:7]3[C:2]([CH3:1])=[N:3][CH:4]=[CH:5][CH:6]=3)=[O:34])[CH:19]=[CH:18][C:17]2=1)[C:10]1[CH:11]=[CH:12][CH:13]=[CH:14][CH:15]=1. The yield is 0.820. (6) The reactants are [CH2:1]([O:8][C:9]1[CH:10]=[CH:11][C:12]([C:20](=[O:23])[CH2:21][Br:22])=[C:13]2[C:18]=1[NH:17][C:16](=[O:19])[CH:15]=[CH:14]2)[C:2]1[CH:7]=[CH:6][CH:5]=[CH:4][CH:3]=1.O1CCCC1.B.CO. The catalyst is C1(C)C=CC=CC=1. The product is [CH2:1]([O:8][C:9]1[CH:10]=[CH:11][C:12]([C@@H:20]([OH:23])[CH2:21][Br:22])=[C:13]2[C:18]=1[NH:17][C:16](=[O:19])[CH:15]=[CH:14]2)[C:2]1[CH:3]=[CH:4][CH:5]=[CH:6][CH:7]=1. The yield is 0.810. (7) The reactants are [F:1][C:2]([F:14])([F:13])[O:3][C:4]1[CH:5]=[C:6]([CH:10]=[CH:11][CH:12]=1)[C:7]([OH:9])=O.C(Cl)(=O)C(Cl)=O.CN(C)C=O.[NH2:26][C:27]1[CH:28]=[C:29]([CH:48]=[CH:49][CH:50]=1)[O:30][C:31]1[CH:45]=[CH:44][C:34]2[N:35]=[C:36]([NH:38][C:39]([CH:41]3[CH2:43][CH2:42]3)=[O:40])[S:37][C:33]=2[C:32]=1[C:46]#[N:47]. The catalyst is O1CCCC1.C(OCC)(=O)C. The product is [C:46]([C:32]1[C:33]2[S:37][C:36]([NH:38][C:39]([CH:41]3[CH2:42][CH2:43]3)=[O:40])=[N:35][C:34]=2[CH:44]=[CH:45][C:31]=1[O:30][C:29]1[CH:28]=[C:27]([NH:26][C:7](=[O:9])[C:6]2[CH:10]=[CH:11][CH:12]=[C:4]([O:3][C:2]([F:1])([F:14])[F:13])[CH:5]=2)[CH:50]=[CH:49][CH:48]=1)#[N:47]. The yield is 0.590. (8) The reactants are [N+:1]([C:4]1[CH:9]=[C:8]([N+:10]([O-])=O)[CH:7]=[CH:6][C:5]=1[C:13]([OH:22])([C:18]([F:21])([F:20])[F:19])[C:14](OC)=[O:15])([O-])=O.Cl. The catalyst is C(OCC)(=O)C.[Pd]. The product is [NH2:10][C:8]1[CH:9]=[C:4]2[C:5]([C:13]([OH:22])([C:18]([F:21])([F:20])[F:19])[C:14](=[O:15])[NH:1]2)=[CH:6][CH:7]=1. The yield is 0.990. (9) The reactants are [CH:1]([N:4]1[C:8]([C:9]2[N:18]=[C:17]3[N:11]([CH2:12][CH2:13][O:14][C:15]4[CH:22]=[C:21]([CH:23]5[CH2:28][CH2:27][N:26]([C:29]([CH3:33])([CH3:32])[C:30]#[N:31])[CH2:25][CH2:24]5)[CH:20]=[CH:19][C:16]=43)[CH:10]=2)=[N:7][CH:6]=[N:5]1)([CH3:3])[CH3:2].S(=O)(=O)(O)[OH:35].C(=O)([O-])[O-].[Na+].[Na+]. No catalyst specified. The product is [CH:1]([N:4]1[C:8]([C:9]2[N:18]=[C:17]3[C:16]4[CH:19]=[CH:20][C:21]([CH:23]5[CH2:28][CH2:27][N:26]([C:29]([CH3:33])([CH3:32])[C:30]([NH2:31])=[O:35])[CH2:25][CH2:24]5)=[CH:22][C:15]=4[O:14][CH2:13][CH2:12][N:11]3[CH:10]=2)=[N:7][CH:6]=[N:5]1)([CH3:3])[CH3:2]. The yield is 0.600.